Dataset: Reaction yield outcomes from USPTO patents with 853,638 reactions. Task: Predict the reaction yield, written as a fraction of the theoretical maximum amount of product (1.0 means a 100% yield; for example, 0.34 means a 34% yield). (1) The reactants are [OH:1][C:2]1[CH:7]=[CH:6][C:5]([N:8]2[CH2:13][CH2:12][NH:11][CH2:10][CH2:9]2)=[CH:4][CH:3]=1.[CH3:14][C:15]([O:18][C:19](O[C:19]([O:18][C:15]([CH3:17])([CH3:16])[CH3:14])=[O:20])=[O:20])([CH3:17])[CH3:16]. The catalyst is ClCCl. The product is [C:19]([N:11]1[CH2:12][CH2:13][N:8]([C:5]2[CH:4]=[CH:3][C:2]([OH:1])=[CH:7][CH:6]=2)[CH2:9][CH2:10]1)([O:18][C:15]([CH3:17])([CH3:16])[CH3:14])=[O:20]. The yield is 0.770. (2) The reactants are [CH:1]([C:3]1[CH:12]=[CH:11][C:6]([C:7]([O:9][CH3:10])=[O:8])=[CH:5][C:4]=1[N+:13]([O-:15])=[O:14])=[O:2].[CH2:16](O)[CH2:17][OH:18]. The catalyst is C1(C)C=CC=CC=1.C(Cl)Cl.CC1C=CC(S(O)(=O)=O)=CC=1. The product is [O:2]1[CH2:16][CH2:17][O:18][CH:1]1[C:3]1[CH:12]=[CH:11][C:6]([C:7]([O:9][CH3:10])=[O:8])=[CH:5][C:4]=1[N+:13]([O-:15])=[O:14]. The yield is 0.780. (3) The reactants are [CH3:1][N:2]([CH:10]1[CH2:15][CH2:14][N:13]([CH3:16])[CH2:12][CH2:11]1)[C:3]1[CH:8]=[CH:7][CH:6]=[C:5]([NH2:9])[N:4]=1.[F:17][C:18]1[CH:26]=[CH:25][C:21]([C:22]([Cl:24])=[O:23])=[C:20]([C:27]([F:30])([F:29])[F:28])[CH:19]=1. The catalyst is O1CCOCC1. The product is [ClH:24].[F:17][C:18]1[CH:26]=[CH:25][C:21]([C:22]([NH:9][C:5]2[CH:6]=[CH:7][CH:8]=[C:3]([N:2]([CH3:1])[CH:10]3[CH2:15][CH2:14][N:13]([CH3:16])[CH2:12][CH2:11]3)[N:4]=2)=[O:23])=[C:20]([C:27]([F:28])([F:29])[F:30])[CH:19]=1. The yield is 0.820. (4) The reactants are [CH2:1]([OH:8])[CH2:2][CH2:3][CH2:4][CH2:5][CH2:6][OH:7].[CH3:9][C:10](C)([O-])[CH3:11].[K+].ICCC.O. The catalyst is ClCCl. The product is [CH2:9]([O:7][CH2:6][CH2:5][CH2:4][CH2:3][CH2:2][CH2:1][OH:8])[CH2:10][CH3:11]. The yield is 0.250. (5) The reactants are [C:1]([C:4]1[CH:13]=[C:12](O)[C:11]2[C:6](=[CH:7][C:8]([CH3:15])=[CH:9][CH:10]=2)[N:5]=1)([OH:3])=[O:2].P(Cl)(Cl)(Cl)(Cl)[Cl:17].[OH-].[Na+].[OH-].[K+]. The catalyst is O=P(Cl)(Cl)Cl. The product is [C:1]([C:4]1[CH:13]=[C:12]([Cl:17])[C:11]2[C:6](=[CH:7][C:8]([CH3:15])=[CH:9][CH:10]=2)[N:5]=1)([OH:3])=[O:2]. The yield is 0.500. (6) The reactants are [O:1]([C:8]1[CH:13]=[CH:12][C:11]([C:14]2[C:15]([NH:21][CH2:22][CH:23]3[CH2:28][CH2:27][NH:26][CH2:25][CH2:24]3)=[N:16][CH:17]=[N:18][C:19]=2[NH2:20])=[CH:10][CH:9]=1)[C:2]1[CH:7]=[CH:6][CH:5]=[CH:4][CH:3]=1.[Cl:29][C:30]1[CH:35]=[CH:34][CH:33]=[C:32](Cl)[N:31]=1. No catalyst specified. The product is [Cl:29][C:30]1[N:31]=[C:32]([N:26]2[CH2:27][CH2:28][CH:23]([CH2:22][NH:21][C:15]3[C:14]([C:11]4[CH:12]=[CH:13][C:8]([O:1][C:2]5[CH:7]=[CH:6][CH:5]=[CH:4][CH:3]=5)=[CH:9][CH:10]=4)=[C:19]([NH2:20])[N:18]=[CH:17][N:16]=3)[CH2:24][CH2:25]2)[CH:33]=[CH:34][CH:35]=1. The yield is 0.250. (7) The reactants are C([O:6][C:7](=[O:42])[C:8]1[C:13]([S:14][C:15]2[CH:20]=[CH:19][C:18]([S:21]([N:24]3[CH2:29][CH2:28][CH2:27][CH2:26][CH2:25]3)(=[O:23])=[O:22])=[CH:17][CH:16]=2)=[CH:12][N:11]=[C:10]([NH:30][S:31]([C:34]2[CH:39]=[CH:38][C:37]([Cl:40])=[CH:36][C:35]=2[Cl:41])(=[O:33])=[O:32])[CH:9]=1)CCCC.O.[OH-].[Li+].Cl. The catalyst is C1COCC1.O. The product is [Cl:41][C:35]1[CH:36]=[C:37]([Cl:40])[CH:38]=[CH:39][C:34]=1[S:31]([NH:30][C:10]1[CH:9]=[C:8]([C:13]([S:14][C:15]2[CH:16]=[CH:17][C:18]([S:21]([N:24]3[CH2:29][CH2:28][CH2:27][CH2:26][CH2:25]3)(=[O:23])=[O:22])=[CH:19][CH:20]=2)=[CH:12][N:11]=1)[C:7]([OH:42])=[O:6])(=[O:33])=[O:32]. The yield is 0.900.